Dataset: Full USPTO retrosynthesis dataset with 1.9M reactions from patents (1976-2016). Task: Predict the reactants needed to synthesize the given product. (1) The reactants are: [CH:1](=O)[C:2]1[CH:7]=[CH:6][CH:5]=[CH:4][CH:3]=1.C(O[BH-](OC(=O)C)OC(=O)C)(=O)C.[Na+].[CH:23]12[NH:30][CH:27]([CH2:28][CH2:29]1)[CH2:26][CH:25]([NH:31][C:32]1[CH:33]=[C:34]3[C:38](=[CH:39][CH:40]=1)[NH:37][N:36]=[CH:35]3)[CH2:24]2. Given the product [CH2:1]([N:30]1[CH:27]2[CH2:28][CH2:29][CH:23]1[CH2:24][CH:25]([NH:31][C:32]1[CH:33]=[C:34]3[C:38](=[CH:39][CH:40]=1)[NH:37][N:36]=[CH:35]3)[CH2:26]2)[C:2]1[CH:7]=[CH:6][CH:5]=[CH:4][CH:3]=1, predict the reactants needed to synthesize it. (2) Given the product [Cl:1][C:2]1[C:9]([C:10]([F:13])([F:12])[F:11])=[CH:8][CH:7]=[CH:6][C:3]=1[CH2:4][NH:17][CH:14]1[CH2:16][CH2:15]1, predict the reactants needed to synthesize it. The reactants are: [Cl:1][C:2]1[C:9]([C:10]([F:13])([F:12])[F:11])=[CH:8][CH:7]=[CH:6][C:3]=1[CH:4]=O.[CH:14]1([NH2:17])[CH2:16][CH2:15]1. (3) Given the product [F:14][C:2]([F:1])([CH3:13])[CH2:3][CH2:4][CH2:5][CH2:6][N:7]1[CH:11]=[C:10]([NH:12][C:28]([C:24]2[N:25]=[CH:26][O:27][C:23]=2[C:20]2[CH:21]=[CH:22][C:17]([O:16][CH3:15])=[CH:18][CH:19]=2)=[O:29])[CH:9]=[N:8]1, predict the reactants needed to synthesize it. The reactants are: [F:1][C:2]([F:14])([CH3:13])[CH2:3][CH2:4][CH2:5][CH2:6][N:7]1[CH:11]=[C:10]([NH2:12])[CH:9]=[N:8]1.[CH3:15][O:16][C:17]1[CH:22]=[CH:21][C:20]([C:23]2[O:27][CH:26]=[N:25][C:24]=2[C:28](O)=[O:29])=[CH:19][CH:18]=1. (4) The reactants are: [CH2:1]([N:8]1[CH2:14][CH2:13][C:12](=[CH2:15])[C:11]2[N:16]=[C:17](Cl)[CH:18]=[CH:19][C:10]=2[CH2:9]1)[C:2]1[CH:7]=[CH:6][CH:5]=[CH:4][CH:3]=1.CC(C)([O-])C.[Na+].[NH:27]1[CH2:32][CH2:31][O:30][CH2:29][CH2:28]1.CC(C1C=C(C(C)C)C(C2C=CC=CC=2P(C2CCCCC2)C2CCCCC2)=C(C(C)C)C=1)C. Given the product [CH2:1]([N:8]1[CH2:14][CH2:13][C:12](=[CH2:15])[C:11]2[N:16]=[C:17]([N:27]3[CH2:32][CH2:31][O:30][CH2:29][CH2:28]3)[CH:18]=[CH:19][C:10]=2[CH2:9]1)[C:2]1[CH:7]=[CH:6][CH:5]=[CH:4][CH:3]=1, predict the reactants needed to synthesize it. (5) Given the product [ClH:18].[CH3:9][O:10][C:11](=[O:16])[CH:12]([NH2:13])[CH2:14][Cl:8], predict the reactants needed to synthesize it. The reactants are: N[C@H](C(O)=O)CO.[ClH:8].[CH3:9][O:10][C:11](=[O:16])[C@H:12]([CH2:14]O)[NH2:13].P(Cl)(Cl)(Cl)(Cl)[Cl:18]. (6) Given the product [NH2:20][C:18]1[N:17]=[CH:16][N:15]=[C:14]2[N:13]([C@@H:21]3[CH2:26][CH2:25][CH2:24][N:23]([C:46](=[O:47])[CH2:45][C:43]#[N:44])[CH2:22]3)[N:12]=[C:11]([C:8]3[CH:7]=[CH:6][C:5]([O:4][C:3]4[CH:27]=[CH:28][CH:29]=[CH:30][C:2]=4[F:1])=[CH:10][CH:9]=3)[C:19]=12, predict the reactants needed to synthesize it. The reactants are: [F:1][C:2]1[CH:30]=[CH:29][CH:28]=[CH:27][C:3]=1[O:4][C:5]1[CH:10]=[CH:9][C:8]([C:11]2[C:19]3[C:14](=[N:15][CH:16]=[N:17][C:18]=3[NH2:20])[N:13]([C@@H:21]3[CH2:26][CH2:25][CH2:24][NH:23][CH2:22]3)[N:12]=2)=[CH:7][CH:6]=1.N1(C(N2C=CN=C2)=O)C=CN=C1.[C:43]([CH2:45][C:46](O)=[O:47])#[N:44]. (7) Given the product [C:31]1([NH:41][C:17]([CH:14]2[CH2:15][CH2:16][N:11]([C:2]3[CH:3]=[CH:4][C:5]4[C:10](=[CH:9][CH:8]=[CH:7][CH:6]=4)[CH:1]=3)[CH2:12][CH2:13]2)=[O:18])[C:40]2[C:35](=[CH:36][N:37]=[CH:38][CH:39]=2)[CH:34]=[CH:33][N:32]=1, predict the reactants needed to synthesize it. The reactants are: [CH:1]1[C:10]2[C:5](=[CH:6][CH:7]=[CH:8][CH:9]=2)[CH:4]=[CH:3][C:2]=1[N:11]1[CH2:16][CH2:15][CH:14]([C:17](O)=[O:18])[CH2:13][CH2:12]1.BrC1C=CC2C(=CC=CC=2)C=1.[C:31]1([NH2:41])[C:40]2[C:35](=[CH:36][N:37]=[CH:38][CH:39]=2)[CH:34]=[CH:33][N:32]=1. (8) Given the product [Br:1][C:2]1[CH:3]=[CH:4][C:5]([OH:12])=[C:6]([CH:11]=1)[C:7]([NH:13][OH:14])=[O:8], predict the reactants needed to synthesize it. The reactants are: [Br:1][C:2]1[CH:11]=[C:6]([C:7](OC)=[O:8])[C:5]([OH:12])=[CH:4][CH:3]=1.[NH2:13][OH:14].